The task is: Regression. Given two drug SMILES strings and cell line genomic features, predict the synergy score measuring deviation from expected non-interaction effect.. This data is from NCI-60 drug combinations with 297,098 pairs across 59 cell lines. (1) Drug 1: C(=O)(N)NO. Drug 2: C1C(C(OC1N2C=NC(=NC2=O)N)CO)O. Cell line: CCRF-CEM. Synergy scores: CSS=38.4, Synergy_ZIP=0.815, Synergy_Bliss=0.784, Synergy_Loewe=5.37, Synergy_HSA=6.73. (2) Drug 1: CS(=O)(=O)C1=CC(=C(C=C1)C(=O)NC2=CC(=C(C=C2)Cl)C3=CC=CC=N3)Cl. Drug 2: CCN(CC)CCCC(C)NC1=C2C=C(C=CC2=NC3=C1C=CC(=C3)Cl)OC. Cell line: NCI-H460. Synergy scores: CSS=39.4, Synergy_ZIP=16.3, Synergy_Bliss=17.3, Synergy_Loewe=16.7, Synergy_HSA=17.7. (3) Drug 1: C1C(C(OC1N2C=NC3=C(N=C(N=C32)Cl)N)CO)O. Drug 2: CC1=C2C(C(=O)C3(C(CC4C(C3C(C(C2(C)C)(CC1OC(=O)C(C(C5=CC=CC=C5)NC(=O)C6=CC=CC=C6)O)O)OC(=O)C7=CC=CC=C7)(CO4)OC(=O)C)O)C)OC(=O)C. Cell line: RXF 393. Synergy scores: CSS=18.2, Synergy_ZIP=-0.591, Synergy_Bliss=5.43, Synergy_Loewe=3.13, Synergy_HSA=4.66. (4) Drug 1: CC1=C2C(C(=O)C3(C(CC4C(C3C(C(C2(C)C)(CC1OC(=O)C(C(C5=CC=CC=C5)NC(=O)OC(C)(C)C)O)O)OC(=O)C6=CC=CC=C6)(CO4)OC(=O)C)OC)C)OC. Drug 2: CC(C1=C(C=CC(=C1Cl)F)Cl)OC2=C(N=CC(=C2)C3=CN(N=C3)C4CCNCC4)N. Cell line: K-562. Synergy scores: CSS=76.8, Synergy_ZIP=4.78, Synergy_Bliss=4.54, Synergy_Loewe=1.82, Synergy_HSA=5.77. (5) Drug 1: C1=CC(=C2C(=C1NCCNCCO)C(=O)C3=C(C=CC(=C3C2=O)O)O)NCCNCCO. Drug 2: CC1=C2C(C(=O)C3(C(CC4C(C3C(C(C2(C)C)(CC1OC(=O)C(C(C5=CC=CC=C5)NC(=O)C6=CC=CC=C6)O)O)OC(=O)C7=CC=CC=C7)(CO4)OC(=O)C)O)C)OC(=O)C. Cell line: MOLT-4. Synergy scores: CSS=64.9, Synergy_ZIP=-2.56, Synergy_Bliss=-4.02, Synergy_Loewe=-6.45, Synergy_HSA=-1.67. (6) Drug 1: CC1=C(C=C(C=C1)NC2=NC=CC(=N2)N(C)C3=CC4=NN(C(=C4C=C3)C)C)S(=O)(=O)N.Cl. Drug 2: CCCCC(=O)OCC(=O)C1(CC(C2=C(C1)C(=C3C(=C2O)C(=O)C4=C(C3=O)C=CC=C4OC)O)OC5CC(C(C(O5)C)O)NC(=O)C(F)(F)F)O. Cell line: RPMI-8226. Synergy scores: CSS=2.54, Synergy_ZIP=3.06, Synergy_Bliss=8.42, Synergy_Loewe=-1.73, Synergy_HSA=1.12. (7) Drug 1: C1C(C(OC1N2C=NC3=C(N=C(N=C32)Cl)N)CO)O. Drug 2: CC(C)CN1C=NC2=C1C3=CC=CC=C3N=C2N. Cell line: SK-OV-3. Synergy scores: CSS=-0.736, Synergy_ZIP=-2.17, Synergy_Bliss=-2.56, Synergy_Loewe=-3.87, Synergy_HSA=-4.51.